From a dataset of Catalyst prediction with 721,799 reactions and 888 catalyst types from USPTO. Predict which catalyst facilitates the given reaction. (1) Reactant: [CH2:1]([O:3][C:4](=[O:20])[CH2:5][N:6]=[C:7]([C:14]1[CH:19]=[CH:18][CH:17]=[CH:16][CH:15]=1)[C:8]1[CH:13]=[CH:12][CH:11]=[CH:10][CH:9]=1)[CH3:2].CC(C)([O-])C.[K+].[F:27][C:28]1([CH2:33]OS(C(F)(F)F)(=O)=O)[CH2:32][CH2:31][CH2:30][CH2:29]1.[Cl-].[NH4+]. Product: [CH2:1]([O:3][C:4](=[O:20])[CH:5]([N:6]=[C:7]([C:14]1[CH:19]=[CH:18][CH:17]=[CH:16][CH:15]=1)[C:8]1[CH:9]=[CH:10][CH:11]=[CH:12][CH:13]=1)[CH2:33][C:28]1([F:27])[CH2:32][CH2:31][CH2:30][CH2:29]1)[CH3:2]. The catalyst class is: 9. (2) Reactant: [NH2:1][C:2]1[C:3]([C:22]([NH:24][CH3:25])=[O:23])=[N:4][C:5]([C:8]2[CH:13]=[CH:12][CH:11]=[C:10]([C:14]([NH:16][C@@H:17]3[CH2:21][CH2:20][NH:19][CH2:18]3)=[O:15])[CH:9]=2)=[CH:6][N:7]=1.C([O-])([O-])=O.[K+].[K+].[Cl:32][C:33]1[CH:40]=[CH:39][C:36]([CH2:37]Br)=[CH:35][CH:34]=1. Product: [Cl:32][C:33]1[CH:40]=[CH:39][C:36]([CH2:37][NH:1][C:2]2[C:3]([C:22]([NH:24][CH3:25])=[O:23])=[N:4][C:5]([C:8]3[CH:13]=[CH:12][CH:11]=[C:10]([C:14]([NH:16][C@@H:17]4[CH2:21][CH2:20][N:19]([CH2:37][C:36]5[CH:39]=[CH:40][C:33]([Cl:32])=[CH:34][CH:35]=5)[CH2:18]4)=[O:15])[CH:9]=3)=[CH:6][N:7]=2)=[CH:35][CH:34]=1. The catalyst class is: 10. (3) The catalyst class is: 61. Product: [CH3:1][N:2]1[C:6]2[C:7]3[CH:8]=[CH:9][CH:10]=[CH:11][C:12]=3[O:13][CH2:14][C:5]=2[C:4]([CH2:15][NH:23][CH2:21][CH3:22])=[N:3]1. Reactant: [CH3:1][N:2]1[C:6]2[C:7]3[CH:8]=[CH:9][CH:10]=[CH:11][C:12]=3[O:13][CH2:14][C:5]=2[C:4]([CH:15]=O)=[N:3]1.C(O)(=O)C.[CH2:21]([NH2:23])[CH3:22].C([BH3-])#N.[Na+]. (4) Reactant: [C:1]([OH:4])(=O)C.[CH:5]([N:8](CC)C(C)C)(C)C.C1(P(N=[N+]=[N-])(C2C=CC=CC=2)=O)C=CC=CC=1.[NH2:31][C:32]1[CH:37]=[CH:36][C:35]([C:38]2[C:39]([CH2:66][N:67]([CH3:69])[CH3:68])=[C:40]3[N:45]([CH:46]=2)[N:44]([CH2:47][C:48]2[C:53]([F:54])=[CH:52][CH:51]=[CH:50][C:49]=2[F:55])[C:43](=[O:56])[N:42]([C:57]2[N:58]=[N:59][C:60]([O:63][CH3:64])=[CH:61][CH:62]=2)[C:41]3=[O:65])=[CH:34][CH:33]=1. The catalyst class is: 426. Product: [F:54][C:53]1[CH:52]=[CH:51][CH:50]=[C:49]([F:55])[C:48]=1[CH2:47][N:44]1[C:43](=[O:56])[N:42]([C:57]2[N:58]=[N:59][C:60]([O:63][CH3:64])=[CH:61][CH:62]=2)[C:41](=[O:65])[C:40]2=[C:39]([CH2:66][N:67]([CH3:68])[CH3:69])[C:38]([C:35]3[CH:36]=[CH:37][C:32]([NH:31][C:1]([NH:8][CH3:5])=[O:4])=[CH:33][CH:34]=3)=[CH:46][N:45]12. (5) Reactant: [CH:1]1([C:4]2[N:8]([C:9]3[CH:14]=[CH:13][C:12]([N+:15]([O-:17])=[O:16])=[CH:11][N:10]=3)[N:7]=[C:6]([C:18]([F:21])([F:20])[F:19])[CH:5]=2)[CH2:3][CH2:2]1.[Cl:22]N1C(=O)CCC1=O. Product: [Cl:22][C:5]1[C:6]([C:18]([F:19])([F:20])[F:21])=[N:7][N:8]([C:9]2[CH:14]=[CH:13][C:12]([N+:15]([O-:17])=[O:16])=[CH:11][N:10]=2)[C:4]=1[CH:1]1[CH2:2][CH2:3]1. The catalyst class is: 3.